This data is from Forward reaction prediction with 1.9M reactions from USPTO patents (1976-2016). The task is: Predict the product of the given reaction. (1) The product is: [Br:1][C:2]1[C:3]([I:10])=[CH:4][C:5]([C:9]([OH:11])=[O:17])=[C:6]([F:8])[CH:7]=1. Given the reactants [Br:1][C:2]1[CH:7]=[C:6]([F:8])[C:5]([CH3:9])=[CH:4][C:3]=1[I:10].[O-:11][Mn](=O)(=O)=O.[K+].[OH2:17], predict the reaction product. (2) Given the reactants [CH3:1][O:2][C:3](=[O:18])[CH2:4][CH:5]1[CH2:10][CH2:9][CH:8]([C:11]2[CH:16]=[CH:15][C:14]([SH:17])=[CH:13][CH:12]=2)[CH2:7][CH2:6]1.CCOCC.O.Cl[CH2:26][C:27]1[S:31][C:30]([C:32]2[CH:37]=[CH:36][C:35]([C:38]([F:41])([F:40])[F:39])=[CH:34][CH:33]=2)=[N:29][C:28]=1[CH3:42].[Cl-], predict the reaction product. The product is: [CH3:1][O:2][C:3](=[O:18])[CH2:4][CH:5]1[CH2:6][CH2:7][CH:8]([C:11]2[CH:12]=[CH:13][C:14]([S:17][CH2:26][C:27]3[S:31][C:30]([C:32]4[CH:33]=[CH:34][C:35]([C:38]([F:41])([F:39])[F:40])=[CH:36][CH:37]=4)=[N:29][C:28]=3[CH3:42])=[CH:15][CH:16]=2)[CH2:9][CH2:10]1. (3) Given the reactants [Cl-].[OH:2][CH2:3][CH2:4][N+:5]1([CH3:10])[CH2:9][CH2:8][CH2:7][CH2:6]1.[F:11][B-:12]([F:15])([F:14])[F:13].[Na+].[Cl-].[Na+].ClCCl, predict the reaction product. The product is: [F:11][B-:12]([F:15])([F:14])[F:13].[OH:2][CH2:3][CH2:4][N+:5]1([CH3:10])[CH2:9][CH2:8][CH2:7][CH2:6]1. (4) Given the reactants [Br:1][C:2]1(Br)[CH2:10][CH2:9][C:5]2[CH:6]=[CH:7][S:8][C:4]=2[C:3]1=[O:11].C(=O)([O-])[O-].[Na+].[Na+], predict the reaction product. The product is: [Br:1][C:2]1[CH:10]=[CH:9][C:5]2[CH:6]=[CH:7][S:8][C:4]=2[C:3]=1[OH:11]. (5) Given the reactants [CH3:1][O:2][C:3](=[O:13])[C:4]1[CH:9]=[C:8]([I:10])[CH:7]=[C:6]([CH3:11])[C:5]=1[OH:12].[OH-].[Na+].S(OC)(O[CH3:20])(=O)=O, predict the reaction product. The product is: [I:10][C:8]1[CH:7]=[C:6]([CH3:11])[C:5]([O:12][CH3:20])=[C:4]([CH:9]=1)[C:3]([O:2][CH3:1])=[O:13].